From a dataset of Catalyst prediction with 721,799 reactions and 888 catalyst types from USPTO. Predict which catalyst facilitates the given reaction. (1) Reactant: [CH2:1]([O:3][C:4]1[N:8]([C:9]2[CH:14]=[CH:13][C:12]([C:15]([NH:17][CH2:18][CH3:19])=[O:16])=[CH:11][CH:10]=2)[N:7]=[N:6][C:5]=1[C:20]([O:22]C)=O)[CH3:2].[OH-].[Na+].[CH:26]1([NH2:29])[CH2:28][CH2:27]1.C1C=CC2N(O)N=NC=2C=1.CCN=C=NCCCN(C)C. Product: [CH:26]1([NH:29][C:20]([C:5]2[N:6]=[N:7][N:8]([C:9]3[CH:10]=[CH:11][C:12]([C:15]([NH:17][CH2:18][CH3:19])=[O:16])=[CH:13][CH:14]=3)[C:4]=2[O:3][CH2:1][CH3:2])=[O:22])[CH2:28][CH2:27]1. The catalyst class is: 5. (2) Reactant: [C:1]([Mg]Cl)#[CH:2].[O:5]1[CH2:8][C:7](=[O:9])[CH2:6]1.[Si:10](Cl)([CH3:13])([CH3:12])[CH3:11].C([O-])(O)=O.[Na+]. Product: [C:1]([C:7]1([O:9][Si:10]([CH3:13])([CH3:12])[CH3:11])[CH2:8][O:5][CH2:6]1)#[CH:2]. The catalyst class is: 1. (3) The catalyst class is: 57. Product: [N:1]1([CH2:7][CH2:8][CH2:9][NH:10][C:12]2[N:13]=[N+:14]([O-:26])[C:15]3[CH:25]=[C:24]4[C:19]([CH2:20][CH2:21][CH2:22][CH2:23]4)=[CH:18][C:16]=3[N:17]=2)[CH2:6][CH2:5][O:4][CH2:3][CH2:2]1. Reactant: [N:1]1([CH2:7][CH2:8][CH2:9][NH2:10])[CH2:6][CH2:5][O:4][CH2:3][CH2:2]1.Cl[C:12]1[N:13]=[N+:14]([O-:26])[C:15]2[CH:25]=[C:24]3[C:19]([CH2:20][CH2:21][CH2:22][CH2:23]3)=[CH:18][C:16]=2[N:17]=1. (4) Reactant: [OH:1][C:2]1[CH:7]=[CH:6][C:5]([C:8]2[CH:16]=[C:15]3[C:11]([C:12]([C:24]([O:26]C)=[O:25])=[N:13][N:14]3C(OC(C)(C)C)=O)=[CH:10][CH:9]=2)=[CH:4][CH:3]=1.Cl[CH2:29][C:30]1[C:31]([C:38]2[C:43]([Cl:44])=[CH:42][CH:41]=[CH:40][C:39]=2[Cl:45])=[N:32][O:33][C:34]=1[CH:35]([CH3:37])[CH3:36].C(=O)([O-])[O-].[K+].[K+].[OH-].[Na+]. Product: [Cl:45][C:39]1[CH:40]=[CH:41][CH:42]=[C:43]([Cl:44])[C:38]=1[C:31]1[C:30]([CH2:29][O:1][C:2]2[CH:3]=[CH:4][C:5]([C:8]3[CH:16]=[C:15]4[C:11]([C:12]([C:24]([OH:26])=[O:25])=[N:13][NH:14]4)=[CH:10][CH:9]=3)=[CH:6][CH:7]=2)=[C:34]([CH:35]([CH3:37])[CH3:36])[O:33][N:32]=1. The catalyst class is: 42. (5) Reactant: [Si:1]([O:8][CH2:9][CH:10]1[CH2:19][CH2:18][C:17]2[C:12](=[CH:13][CH:14]=[CH:15][CH:16]=2)[NH:11]1)([C:4]([CH3:7])([CH3:6])[CH3:5])([CH3:3])[CH3:2].[C:20](O[C:20]([O:22][C:23]([CH3:26])([CH3:25])[CH3:24])=[O:21])([O:22][C:23]([CH3:26])([CH3:25])[CH3:24])=[O:21]. Product: [C:4]([Si:1]([CH3:3])([CH3:2])[O:8][CH2:9][CH:10]1[CH2:19][CH2:18][C:17]2[C:12](=[CH:13][CH:14]=[CH:15][CH:16]=2)[N:11]1[C:20]([O:22][C:23]([CH3:26])([CH3:25])[CH3:24])=[O:21])([CH3:7])([CH3:6])[CH3:5]. The catalyst class is: 7. (6) Reactant: [CH3:1][C:2]([CH3:12])([CH:4]([OH:11])[CH2:5][CH2:6][CH2:7][CH2:8][CH2:9][CH3:10])[CH3:3].CCOCC.[Cr](Cl)([O-])(=O)=O.[NH+]1C=CC=CC=1. Product: [CH3:12][C:2]([CH3:3])([C:4](=[O:11])[CH2:5][CH2:6][CH2:7][CH2:8][CH2:9][CH3:10])[CH3:1]. The catalyst class is: 2. (7) Reactant: [CH3:1][O:2][C:3]([C@H:5]1[C@H:7]([C:8]2[CH:9]=[CH:10][C:11]3[O:17][CH2:16][CH2:15][NH:14][CH2:13][C:12]=3[CH:18]=2)[C@H:6]1[C:19]1[CH:24]=[CH:23][CH:22]=[CH:21][CH:20]=1)=[O:4].CCN(C(C)C)C(C)C.[F:34][C:35]([F:49])([F:48])[CH2:36]OS(C1C=CC(C)=CC=1)(=O)=O. Product: [CH3:1][O:2][C:3]([C@H:5]1[C@H:7]([C:8]2[CH:9]=[CH:10][C:11]3[O:17][CH2:16][CH2:15][N:14]([CH2:36][C:35]([F:49])([F:48])[F:34])[CH2:13][C:12]=3[CH:18]=2)[C@H:6]1[C:19]1[CH:20]=[CH:21][CH:22]=[CH:23][CH:24]=1)=[O:4]. The catalyst class is: 3. (8) Reactant: C([N:8]1[CH2:13][CH2:12][CH:11]([N:14]2[CH2:18][C:17]([C:25]3[CH:30]=[CH:29][CH:28]=[CH:27][CH:26]=3)([C:19]3[CH:24]=[CH:23][CH:22]=[CH:21][CH:20]=3)[NH:16][C:15]2=[O:31])[CH2:10][CH2:9]1)C1C=CC=CC=1.Cl. Product: [C:25]1([C:17]2([C:19]3[CH:20]=[CH:21][CH:22]=[CH:23][CH:24]=3)[CH2:18][N:14]([CH:11]3[CH2:10][CH2:9][NH:8][CH2:13][CH2:12]3)[C:15](=[O:31])[NH:16]2)[CH:26]=[CH:27][CH:28]=[CH:29][CH:30]=1. The catalyst class is: 838.